From a dataset of Reaction yield outcomes from USPTO patents with 853,638 reactions. Predict the reaction yield, written as a fraction of the theoretical maximum amount of product (1.0 means a 100% yield; for example, 0.34 means a 34% yield). (1) The reactants are [C:1]([C:4]1[CH:5]=[CH:6][C:7]([C:16]2[C:17]([CH3:30])=[C:18]([NH:22][C:23]([C:25]3[S:26][CH:27]=[CH:28][N:29]=3)=[O:24])[CH:19]=[CH:20][CH:21]=2)=[C:8]2[C:12]=1[NH:11][CH:10]=[C:9]2[N+:13]([O-])=O)(=[O:3])[NH2:2]. The catalyst is CCO.[Ni]. The product is [NH2:13][C:9]1[C:8]2[C:12](=[C:4]([C:1](=[O:3])[NH2:2])[CH:5]=[CH:6][C:7]=2[C:16]2[C:17]([CH3:30])=[C:18]([NH:22][C:23]([C:25]3[S:26][CH:27]=[CH:28][N:29]=3)=[O:24])[CH:19]=[CH:20][CH:21]=2)[NH:11][CH:10]=1. The yield is 0.590. (2) The reactants are [CH3:1][O:2][C:3]1[C:11]([CH3:12])=[C:10]2[C:6]([C:7](=[O:13])[O:8][CH2:9]2)=[C:5]([O:14][CH2:15][CH2:16][Si:17]([CH3:20])([CH3:19])[CH3:18])[C:4]=1[CH2:21]C=O.C1(P(C2C=CC=CC=2)(C2C=CC=CC=2)=[C:31]([CH2:34][CH3:35])[CH:32]=[O:33])C=CC=CC=1.[C:48]1(C)C=CC=CC=1. No catalyst specified. The product is [CH2:34]([C:31](=[CH:48][CH2:21][C:4]1[C:5]([O:14][CH2:15][CH2:16][Si:17]([CH3:20])([CH3:18])[CH3:19])=[C:6]2[C:10](=[C:11]([CH3:12])[C:3]=1[O:2][CH3:1])[CH2:9][O:8][C:7]2=[O:13])[CH:32]=[O:33])[CH3:35]. The yield is 0.830. (3) The reactants are [CH3:1][N:2]([CH3:36])[CH2:3][CH2:4][NH:5][C:6]([NH:8][C:9]1[CH:14]=[CH:13][C:12]([C:15]2[N:16]=[C:17]([N:30]3[CH2:35][CH2:34][O:33][CH2:32][CH2:31]3)[C:18]3[N:23]=[N:22][N:21]([CH:24]4[CH2:29][CH2:28][NH:27][CH2:26][CH2:25]4)[C:19]=3[N:20]=2)=[CH:11][CH:10]=1)=[O:7].[F:37][C:38]1[CH:45]=[CH:44][C:41]([CH:42]=O)=[CH:40][N:39]=1.[BH-](OC(C)=O)(OC(C)=O)OC(C)=O.[Na+].CC(O)=O. The catalyst is C1COCC1. The product is [CH3:1][N:2]([CH3:36])[CH2:3][CH2:4][NH:5][C:6]([NH:8][C:9]1[CH:10]=[CH:11][C:12]([C:15]2[N:16]=[C:17]([N:30]3[CH2:35][CH2:34][O:33][CH2:32][CH2:31]3)[C:18]3[N:23]=[N:22][N:21]([CH:24]4[CH2:29][CH2:28][N:27]([CH2:42][C:41]5[CH:40]=[N:39][C:38]([F:37])=[CH:45][CH:44]=5)[CH2:26][CH2:25]4)[C:19]=3[N:20]=2)=[CH:13][CH:14]=1)=[O:7]. The yield is 0.550. (4) The reactants are [CH3:1][C:2]1[CH:3]=[C:4]([S:8]([NH:11][C:12]2[C:13](=[O:29])[N:14]([CH2:21][C:22]([O:24]C(C)(C)C)=[O:23])[C:15]([CH:18]([CH3:20])[CH3:19])=[CH:16][CH:17]=2)(=[O:10])=[O:9])[CH:5]=[CH:6][CH:7]=1.FC(F)(F)C(O)=O. The catalyst is C(Cl)Cl. The product is [CH3:1][C:2]1[CH:3]=[C:4]([S:8]([NH:11][C:12]2[C:13](=[O:29])[N:14]([CH2:21][C:22]([OH:24])=[O:23])[C:15]([CH:18]([CH3:20])[CH3:19])=[CH:16][CH:17]=2)(=[O:10])=[O:9])[CH:5]=[CH:6][CH:7]=1. The yield is 0.670. (5) The reactants are C1C(=O)N([Br:8])C(=O)C1.[F:9][C:10]1[CH:15]=[CH:14][C:13]([CH3:16])=[CH:12][N:11]=1. The catalyst is C(Cl)(Cl)(Cl)Cl.C(OOC(=O)C1C=CC=CC=1)(=O)C1C=CC=CC=1. The product is [Br:8][CH2:16][C:13]1[CH:14]=[CH:15][C:10]([F:9])=[N:11][CH:12]=1. The yield is 0.613.